Dataset: Forward reaction prediction with 1.9M reactions from USPTO patents (1976-2016). Task: Predict the product of the given reaction. (1) Given the reactants [CH:1]1([CH:6]([N:28]2[CH2:33][CH2:32][CH:31]([O:34][CH3:35])[CH2:30][CH2:29]2)[C:7]([NH:9][C:10]2[CH:11]=[C:12]([CH:24]=[CH:25][C:26]=2[F:27])[CH2:13][C:14]2([C:17]([O:19]C(C)(C)C)=[O:18])[CH2:16][CH2:15]2)=[O:8])[CH2:5][CH2:4][CH2:3][CH2:2]1.[F:36][C:37]([F:42])([F:41])[C:38]([OH:40])=[O:39], predict the reaction product. The product is: [F:36][C:37]([F:42])([F:41])[C:38]([OH:40])=[O:39].[CH:1]1([CH:6]([N:28]2[CH2:33][CH2:32][CH:31]([O:34][CH3:35])[CH2:30][CH2:29]2)[C:7]([NH:9][C:10]2[CH:11]=[C:12]([CH:24]=[CH:25][C:26]=2[F:27])[CH2:13][C:14]2([C:17]([OH:19])=[O:18])[CH2:15][CH2:16]2)=[O:8])[CH2:5][CH2:4][CH2:3][CH2:2]1. (2) The product is: [CH2:18]([O:20][C:21]1[CH:22]=[C:23]([CH:26]=[C:27]([O:30][CH2:31][CH3:32])[C:28]=1[F:29])[CH2:24][N:15]1[CH2:16][CH2:17][CH:12]([NH:11][C:8]2[CH:7]=[CH:6][C:5]([S:2]([CH3:1])(=[O:3])=[O:4])=[CH:10][N:9]=2)[CH2:13][CH2:14]1)[CH3:19]. Given the reactants [CH3:1][S:2]([C:5]1[CH:6]=[CH:7][C:8]([NH:11][CH:12]2[CH2:17][CH2:16][NH:15][CH2:14][CH2:13]2)=[N:9][CH:10]=1)(=[O:4])=[O:3].[CH2:18]([O:20][C:21]1[CH:22]=[C:23]([CH:26]=[C:27]([O:30][CH2:31][CH3:32])[C:28]=1[F:29])[CH:24]=O)[CH3:19].C(N(C(C)C)C(C)C)C.C(O)(=O)C.C([BH3-])#N.[Na+].C(=O)([O-])[O-].[Na+].[Na+], predict the reaction product. (3) Given the reactants [Cl:1][C:2]1[C:3](F)=[N:4][CH:5]=[C:6]([Cl:8])[CH:7]=1.[CH2:10]([Sn](CCCC)(CCCC)C=C)[CH2:11]CC, predict the reaction product. The product is: [Cl:1][C:2]1[C:3]([CH:10]=[CH2:11])=[N:4][CH:5]=[C:6]([Cl:8])[CH:7]=1. (4) Given the reactants Cl[CH2:2][C:3]([NH:5][C@@H:6]1[C:12](=[O:13])[N:11]2[C@H:7]1[S:8][C:9]([CH3:19])([CH3:18])[C@@H:10]2[C:14]([O:16][CH3:17])=[O:15])=[O:4].C(N(CC)CC)C.C(N(C(C)C)CC)(C)C.[N:36]1[CH:41]=[CH:40][CH:39]=[CH:38][C:37]=1[CH2:42][NH:43][CH2:44][C:45]1[CH:50]=[CH:49][CH:48]=[CH:47][N:46]=1, predict the reaction product. The product is: [N:36]1[CH:41]=[CH:40][CH:39]=[CH:38][C:37]=1[CH2:42][N:43]([CH2:44][C:45]1[CH:50]=[CH:49][CH:48]=[CH:47][N:46]=1)[CH2:2][C:3]([NH:5][C@@H:6]1[C:12](=[O:13])[N:11]2[C@H:7]1[S:8][C:9]([CH3:19])([CH3:18])[C@@H:10]2[C:14]([O:16][CH3:17])=[O:15])=[O:4]. (5) The product is: [C:16]([O:15][C:14]([NH:13][CH2:12][CH2:11][NH:10][C:8]([C:5]1[CH:4]=[CH:3][C:2]([O:1][C@@H:22]2[CH2:27][CH2:26][C@H:25]([C:28]([O:30][CH2:31][CH3:32])=[O:29])[CH2:24][CH2:23]2)=[N:7][CH:6]=1)=[O:9])=[O:20])([CH3:17])([CH3:19])[CH3:18]. Given the reactants [OH:1][C:2]1[N:7]=[CH:6][C:5]([C:8]([NH:10][CH2:11][CH2:12][NH:13][C:14](=[O:20])[O:15][C:16]([CH3:19])([CH3:18])[CH3:17])=[O:9])=[CH:4][CH:3]=1.O[C@H:22]1[CH2:27][CH2:26][C@H:25]([C:28]([O:30][CH2:31][CH3:32])=[O:29])[CH2:24][CH2:23]1.C1(P(C2C=CC=CC=2)C2C=CC=CC=2)C=CC=CC=1.N(C(OCC)=O)=NC(OCC)=O, predict the reaction product. (6) Given the reactants [Cl:1][C:2]1[CH:3]=[C:4]([NH:8][C:9]([C:11]2[C:15]3[CH:16]=[N:17][C:18]4[CH:19]=[CH:20][CH:21]=[CH:22][C:23]=4[C:14]=3[N:13]([CH3:24])[N:12]=2)=[O:10])[CH:5]=[CH:6][CH:7]=1.[BH4-].[Na+], predict the reaction product. The product is: [Cl:1][C:2]1[CH:3]=[C:4]([NH:8][C:9]([C:11]2[C:15]3[CH2:16][NH:17][C:18]4[CH:19]=[CH:20][CH:21]=[CH:22][C:23]=4[C:14]=3[N:13]([CH3:24])[N:12]=2)=[O:10])[CH:5]=[CH:6][CH:7]=1. (7) Given the reactants [OH:1][C@H:2]1[CH2:6][CH2:5][NH:4][C@@H:3]1[C:7]([O:9][CH3:10])=[O:8].[N:11]([O-])=[O:12].[Na+].C(O)(=O)C, predict the reaction product. The product is: [OH:1][C@H:2]1[CH2:6][CH2:5][N:4]([N:11]=[O:12])[C@@H:3]1[C:7]([O:9][CH3:10])=[O:8]. (8) Given the reactants [CH3:1][C@H:2]1[O:7][C@@H:6]([CH3:8])[CH2:5][N:4]([C:9]2[CH:16]=[CH:15][C:12]([C:13]#[N:14])=[CH:11][C:10]=2[CH:17]=[O:18])[CH2:3]1.C(=O)([O-])[O-:20].[K+].[K+].OO.CS(C)=O, predict the reaction product. The product is: [CH3:1][C@H:2]1[O:7][C@@H:6]([CH3:8])[CH2:5][N:4]([C:9]2[CH:16]=[CH:15][C:12]([C:13]([NH2:14])=[O:20])=[CH:11][C:10]=2[CH:17]=[O:18])[CH2:3]1. (9) The product is: [NH2:8][C:9]1[C:18]2[N:19]=[C:20]([CH2:33][O:34][N:35]=[C:36]([CH3:38])[CH3:37])[N:21]([CH2:22][CH2:23][CH2:24][NH2:25])[C:17]=2[C:16]2[CH:15]=[CH:14][CH:13]=[CH:12][C:11]=2[N:10]=1. Given the reactants FC(F)(F)C(O)=O.[NH2:8][C:9]1[C:18]2[N:19]=[C:20]([CH2:33][O:34][N:35]=[C:36]([CH3:38])[CH3:37])[N:21]([CH2:22][CH2:23][CH2:24][NH:25]C(=O)OC(C)(C)C)[C:17]=2[C:16]2[CH:15]=[CH:14][CH:13]=[CH:12][C:11]=2[N:10]=1, predict the reaction product. (10) Given the reactants [Cl:1][C:2]1[S:6][C:5]([CH:7]2[CH2:12][CH2:11][N:10]([C:13](=[O:24])[CH2:14]N3C4=NC=CC=C4N=C3)[CH2:9][CH2:8]2)=[N:4][C:3]=1[C:25]1[CH:30]=[C:29]([C:31]([CH3:34])([CH3:33])[CH3:32])[C:28]([O:35][CH3:36])=[C:27]([C:37]([CH3:40])([CH3:39])[CH3:38])[CH:26]=1.C([N:44](C(C)C)CC)(C)C.[CH3:50][CH2:51][N:52]=[C:53]=[N:54]CCCN(C)C.[C:61]([OH:67])([C:63](F)(F)F)=[O:62], predict the reaction product. The product is: [Cl:1][C:2]1[S:6][C:5]([CH:7]2[CH2:8][CH2:9][N:10]([C:13](=[O:24])[CH2:14][N:44]3[C:51]([CH3:50])=[N:52][C:53]([CH2:63][C:61]([OH:67])=[O:62])=[N:54]3)[CH2:11][CH2:12]2)=[N:4][C:3]=1[C:25]1[CH:30]=[C:29]([C:31]([CH3:32])([CH3:33])[CH3:34])[C:28]([O:35][CH3:36])=[C:27]([C:37]([CH3:38])([CH3:40])[CH3:39])[CH:26]=1.